Dataset: Full USPTO retrosynthesis dataset with 1.9M reactions from patents (1976-2016). Task: Predict the reactants needed to synthesize the given product. (1) Given the product [CH:1]([C:4]1[CH:9]=[CH:8][C:7]([CH:10]2[C:14]3[C:15]([CH3:22])=[C:16]([O:21][CH2:27][C:28]4[CH:33]=[CH:32][N:31]=[CH:30][CH:29]=4)[C:17]([CH3:20])=[C:18]([CH3:19])[C:13]=3[O:12][C:11]2([CH3:24])[CH3:23])=[CH:6][CH:5]=1)([CH3:3])[CH3:2], predict the reactants needed to synthesize it. The reactants are: [CH:1]([C:4]1[CH:9]=[CH:8][C:7]([CH:10]2[C:14]3[C:15]([CH3:22])=[C:16]([OH:21])[C:17]([CH3:20])=[C:18]([CH3:19])[C:13]=3[O:12][C:11]2([CH3:24])[CH3:23])=[CH:6][CH:5]=1)([CH3:3])[CH3:2].Cl.Cl[CH2:27][C:28]1[CH:33]=[CH:32][N:31]=[CH:30][CH:29]=1. (2) The reactants are: [CH:1]([O:4][C:5]1[CH:10]=[CH:9][C:8]([OH:11])=[CH:7][CH:6]=1)([CH3:3])[CH3:2].C(=O)([O-])[O-].[K+].[K+].[Br:18][C:19]1SC(Br)=C[N:23]=1.O.[CH3:26][S:27]([CH3:29])=O. Given the product [Br:18][C:19]1[N:23]=[C:26]([O:11][C:8]2[CH:9]=[CH:10][C:5]([O:4][CH:1]([CH3:3])[CH3:2])=[CH:6][CH:7]=2)[S:27][CH:29]=1, predict the reactants needed to synthesize it. (3) Given the product [CH3:30][O:28][C:25]([C:23]1[N:20]([C:6]2[CH:7]=[CH:8][C:3]([O:2][CH3:1])=[CH:4][CH:5]=2)[C:21]2[C:22]([CH:24]=1)=[CH:16][CH:15]=[CH:14][CH:13]=2)=[O:26], predict the reactants needed to synthesize it. The reactants are: [CH3:1][O:2][C:3]1[CH:8]=[CH:7][C:6](B(O)O)=[CH:5][CH:4]=1.N1C=[CH:16][CH:15]=[CH:14][CH:13]=1.CC[N:20]([CH2:23][CH3:24])[CH2:21][CH3:22].[C:25]([O-:28])(O)=[O:26].[Na+].[CH2:30](Cl)Cl.